Regression. Given two drug SMILES strings and cell line genomic features, predict the synergy score measuring deviation from expected non-interaction effect. From a dataset of NCI-60 drug combinations with 297,098 pairs across 59 cell lines. (1) Drug 2: CCCCC(=O)OCC(=O)C1(CC(C2=C(C1)C(=C3C(=C2O)C(=O)C4=C(C3=O)C=CC=C4OC)O)OC5CC(C(C(O5)C)O)NC(=O)C(F)(F)F)O. Drug 1: C1=NC(=NC(=O)N1C2C(C(C(O2)CO)O)O)N. Cell line: HCC-2998. Synergy scores: CSS=66.7, Synergy_ZIP=-4.87, Synergy_Bliss=-5.34, Synergy_Loewe=-1.10, Synergy_HSA=2.28. (2) Drug 1: CC(CN1CC(=O)NC(=O)C1)N2CC(=O)NC(=O)C2. Drug 2: CC1CCC2CC(C(=CC=CC=CC(CC(C(=O)C(C(C(=CC(C(=O)CC(OC(=O)C3CCCCN3C(=O)C(=O)C1(O2)O)C(C)CC4CCC(C(C4)OC)OCCO)C)C)O)OC)C)C)C)OC. Cell line: NCIH23. Synergy scores: CSS=15.6, Synergy_ZIP=-8.04, Synergy_Bliss=-6.07, Synergy_Loewe=-4.22, Synergy_HSA=-2.39. (3) Drug 1: C1CC(C1)(C(=O)O)C(=O)O.[NH2-].[NH2-].[Pt+2]. Drug 2: C1CN(CCN1C(=O)CCBr)C(=O)CCBr. Cell line: UO-31. Synergy scores: CSS=9.80, Synergy_ZIP=-4.51, Synergy_Bliss=2.00, Synergy_Loewe=-5.56, Synergy_HSA=0.973. (4) Drug 1: C1=C(C(=O)NC(=O)N1)N(CCCl)CCCl. Drug 2: CNC(=O)C1=NC=CC(=C1)OC2=CC=C(C=C2)NC(=O)NC3=CC(=C(C=C3)Cl)C(F)(F)F. Cell line: NCI-H226. Synergy scores: CSS=37.3, Synergy_ZIP=-3.72, Synergy_Bliss=1.04, Synergy_Loewe=-6.69, Synergy_HSA=2.07. (5) Drug 1: CNC(=O)C1=CC=CC=C1SC2=CC3=C(C=C2)C(=NN3)C=CC4=CC=CC=N4. Drug 2: CC1=C(N=C(N=C1N)C(CC(=O)N)NCC(C(=O)N)N)C(=O)NC(C(C2=CN=CN2)OC3C(C(C(C(O3)CO)O)O)OC4C(C(C(C(O4)CO)O)OC(=O)N)O)C(=O)NC(C)C(C(C)C(=O)NC(C(C)O)C(=O)NCCC5=NC(=CS5)C6=NC(=CS6)C(=O)NCCC[S+](C)C)O. Cell line: U251. Synergy scores: CSS=8.32, Synergy_ZIP=-12.1, Synergy_Bliss=-20.0, Synergy_Loewe=-16.2, Synergy_HSA=-15.1. (6) Drug 1: CC1=C(C=C(C=C1)NC2=NC=CC(=N2)N(C)C3=CC4=NN(C(=C4C=C3)C)C)S(=O)(=O)N.Cl. Cell line: SF-268. Drug 2: CC1C(C(CC(O1)OC2CC(OC(C2O)C)OC3=CC4=CC5=C(C(=O)C(C(C5)C(C(=O)C(C(C)O)O)OC)OC6CC(C(C(O6)C)O)OC7CC(C(C(O7)C)O)OC8CC(C(C(O8)C)O)(C)O)C(=C4C(=C3C)O)O)O)O. Synergy scores: CSS=0.0380, Synergy_ZIP=3.82, Synergy_Bliss=7.32, Synergy_Loewe=4.52, Synergy_HSA=4.52. (7) Synergy scores: CSS=39.8, Synergy_ZIP=2.57, Synergy_Bliss=2.63, Synergy_Loewe=-16.5, Synergy_HSA=2.04. Cell line: NCI-H460. Drug 2: C1=NC2=C(N1)C(=S)N=C(N2)N. Drug 1: CC12CCC(CC1=CCC3C2CCC4(C3CC=C4C5=CN=CC=C5)C)O.